Task: Predict which catalyst facilitates the given reaction.. Dataset: Catalyst prediction with 721,799 reactions and 888 catalyst types from USPTO (1) Reactant: [CH3:1][C:2]1([CH3:21])[O:6][C@@H:5]2[CH:7]=[CH:8][C@@H:9]([N:10]3[C:18]4[C:17]([F:19])=[CH:16][N:15]=[C:14](F)[C:13]=4[N:12]=[CH:11]3)[C@@H:4]2[O:3]1.CC1(C)O[C@@H]2C=C[C@@H]([N:31]3C4C(F)=NC=C(F)C=4N=C3)[C@@H]2O1. Product: [CH3:1][C:2]1([CH3:21])[O:6][C@@H:5]2[CH:7]=[CH:8][C@@H:9]([N:10]3[C:18]4[C:17]([F:19])=[CH:16][N:15]=[C:14]([NH2:31])[C:13]=4[N:12]=[CH:11]3)[C@@H:4]2[O:3]1. The catalyst class is: 328. (2) Product: [F:1][C:2]1[CH:7]=[CH:6][CH:5]=[C:4]([F:8])[C:3]=1[C:9]1[O:10][C:11]([NH:19][C:20]2[CH:25]=[CH:24][CH:23]=[CH:22][CH:21]=2)=[C:12]([C:14]([OH:16])=[O:15])[N:13]=1. The catalyst class is: 279. Reactant: [F:1][C:2]1[CH:7]=[CH:6][CH:5]=[C:4]([F:8])[C:3]=1[C:9]1[O:10][C:11]([NH:19][C:20]2[CH:25]=[CH:24][CH:23]=[CH:22][CH:21]=2)=[C:12]([C:14]([O:16]CC)=[O:15])[N:13]=1.[OH-].C[Sn+](C)C. (3) Reactant: [CH2:1]([C:4]1[C:13]([CH2:14][CH2:15][CH3:16])=[C:12]([CH2:17][CH2:18][CH3:19])[C:11]([CH2:20][CH2:21][CH3:22])=[C:6]([C:7](OC)=[O:8])[C:5]=1[C:23](OC)=[O:24])[CH2:2][CH3:3].C1COCC1.[H-].[H-].[H-].[H-].[Li+].[Al+3].OS(O)(=O)=O. Product: [OH:8][CH2:7][C:6]1[C:11]([CH2:20][CH2:21][CH3:22])=[C:12]([CH2:17][CH2:18][CH3:19])[C:13]([CH2:14][CH2:15][CH3:16])=[C:4]([CH2:1][CH2:2][CH3:3])[C:5]=1[CH2:23][OH:24]. The catalyst class is: 6. (4) Reactant: [CH3:1][C:2]1[CH:3]=[C:4]([CH:9]=[CH:10][C:11]#[N:12])[CH:5]=[CH:6][C:7]=1[CH3:8].CS(O)(=O)=O. Product: [CH3:1][C:2]1[CH:3]=[C:4]([CH2:9][CH2:10][CH2:11][NH2:12])[CH:5]=[CH:6][C:7]=1[CH3:8]. The catalyst class is: 312. (5) Reactant: [C:1]([O:5][C:6](=[O:32])[NH:7][CH2:8][C:9]1[C:10]([CH2:28][CH:29]([CH3:31])[CH3:30])=[N:11][C:12]([CH3:27])=[C:13](/[CH:22]=[CH:23]/[C:24]([NH2:26])=[O:25])[C:14]=1[C:15]1[CH:20]=[CH:19][C:18]([CH3:21])=[CH:17][CH:16]=1)([CH3:4])([CH3:3])[CH3:2]. Product: [C:1]([O:5][C:6](=[O:32])[NH:7][CH2:8][C:9]1[C:10]([CH2:28][CH:29]([CH3:30])[CH3:31])=[N:11][C:12]([CH3:27])=[C:13]([CH2:22][CH2:23][C:24]([NH2:26])=[O:25])[C:14]=1[C:15]1[CH:16]=[CH:17][C:18]([CH3:21])=[CH:19][CH:20]=1)([CH3:4])([CH3:3])[CH3:2]. The catalyst class is: 349. (6) Reactant: [CH3:1][N:2]1[C:10]2[C:5](=[CH:6][CH:7]=[CH:8][CH:9]=2)[CH:4]=[C:3]1[C:11]1[CH:16]=[CH:15][CH:14]=[CH:13][CH:12]=1.CO[CH:19](OC)[CH2:20][C:21](=[O:23])[CH3:22].Cl. Product: [CH3:1][N:2]1[C:10]2[C:5](=[CH:6][CH:7]=[CH:8][CH:9]=2)[C:4](/[CH:19]=[CH:20]/[C:21](=[O:23])[CH3:22])=[C:3]1[C:11]1[CH:16]=[CH:15][CH:14]=[CH:13][CH:12]=1. The catalyst class is: 15. (7) Reactant: [F:1][C:2]1[CH:3]=[C:4]([C:9]2[N:14]=[C:13]([C:15]([NH2:17])=[O:16])[C:12]([CH3:18])=[N:11][C:10]=2[CH3:19])[CH:5]=[CH:6][C:7]=1[OH:8].[F:20][C:21]([F:40])([F:39])[S:22](N(C1C=CC=CC=1)[S:22]([C:21]([F:40])([F:39])[F:20])(=[O:24])=[O:23])(=[O:24])=[O:23].C(=O)([O-])[O-].[K+].[K+]. Product: [F:20][C:21]([F:40])([F:39])[S:22]([O:8][C:7]1[CH:6]=[CH:5][C:4]([C:9]2[C:10]([CH3:19])=[N:11][C:12]([CH3:18])=[C:13]([C:15](=[O:16])[NH2:17])[N:14]=2)=[CH:3][C:2]=1[F:1])(=[O:24])=[O:23]. The catalyst class is: 1. (8) Reactant: [CH:1]([C:3]1[O:7][C:6]([O:8][C:9]2[CH:17]=[CH:16][C:12]([C:13]([NH2:15])=[O:14])=[CH:11][CH:10]=2)=[CH:5][CH:4]=1)=O.[CH2:18]([NH2:23])[CH2:19][CH:20]([CH3:22])[CH3:21].[BH4-].[Na+]. Product: [CH3:21][CH:20]([CH3:22])[CH2:19][CH2:18][NH:23][CH2:1][C:3]1[O:7][C:6]([O:8][C:9]2[CH:10]=[CH:11][C:12]([C:13]([NH2:15])=[O:14])=[CH:16][CH:17]=2)=[CH:5][CH:4]=1. The catalyst class is: 5. (9) Reactant: C(=O)([O-])[O-].[K+].[K+].F[C:8]1[CH:15]=[CH:14][C:11]([C:12]#[N:13])=[CH:10][CH:9]=1.[CH2:16]([O:18][C:19](=[O:28])[C:20]1[CH:25]=[C:24]([OH:26])[CH:23]=[C:22]([OH:27])[CH:21]=1)[CH3:17]. Product: [CH2:16]([O:18][C:19](=[O:28])[C:20]1[CH:25]=[C:24]([OH:26])[CH:23]=[C:22]([O:27][C:8]2[CH:15]=[CH:14][C:11]([C:12]#[N:13])=[CH:10][CH:9]=2)[CH:21]=1)[CH3:17]. The catalyst class is: 3. (10) Reactant: [Cl:1][C:2]1[N:3]=[CH:4][C:5]2[S:10][CH:9]=[C:8]([C:11]3[CH:12]=[C:13]([CH:17]=[CH:18][CH:19]=3)[C:14]([OH:16])=O)[C:6]=2[N:7]=1.[CH:20]1([NH2:23])[CH2:22][CH2:21]1.C(N=C=NCCCN(C)C)C.OC1C2N=NNC=2C=CC=1.CN(C)C. Product: [Cl:1][C:2]1[N:3]=[CH:4][C:5]2[S:10][CH:9]=[C:8]([C:11]3[CH:12]=[C:13]([CH:17]=[CH:18][CH:19]=3)[C:14]([NH:23][CH:20]3[CH2:22][CH2:21]3)=[O:16])[C:6]=2[N:7]=1. The catalyst class is: 42.